This data is from Forward reaction prediction with 1.9M reactions from USPTO patents (1976-2016). The task is: Predict the product of the given reaction. (1) Given the reactants C(Cl)(=O)C(Cl)=O.[CH3:7][C:8]1[C:16]([CH3:17])=[CH:15][CH:14]=[CH:13][C:9]=1[C:10]([OH:12])=O.[NH2:18][C:19]1[CH:31]=[C:30]([C:32]2[CH:37]=[CH:36][C:35]([F:38])=[CH:34][C:33]=2[F:39])[CH:29]=[CH:28][C:20]=1[C:21]([O:23][C:24]([CH3:27])([CH3:26])[CH3:25])=[O:22].C(=O)([O-])O.[Na+], predict the reaction product. The product is: [F:39][C:33]1[CH:34]=[C:35]([F:38])[CH:36]=[CH:37][C:32]=1[C:30]1[CH:29]=[CH:28][C:20]([C:21]([O:23][C:24]([CH3:26])([CH3:27])[CH3:25])=[O:22])=[C:19]([NH:18][C:10](=[O:12])[C:9]2[CH:13]=[CH:14][CH:15]=[C:16]([CH3:17])[C:8]=2[CH3:7])[CH:31]=1. (2) Given the reactants C(NC1C=CC(C2C=C3C(CN([C@@H](C(C)C)C(O)=O)C3=O)=CC=2)=CC=1)(=O)C1C=CC=CC=1.[O:33]=[C:34]1[C:42]2[C:37](=[CH:38][CH:39]=[C:40]([C:43]3[CH:48]=[CH:47][C:46]([NH:49][C:50](=[O:62])[C:51]4[CH:56]=[CH:55][C:54]([CH2:57][CH2:58][CH2:59][CH2:60][CH3:61])=[CH:53][CH:52]=4)=[CH:45][CH:44]=3)[CH:41]=2)[CH2:36][N:35]1[C:63]1([C:68]([O:70]C)=[O:69])[CH2:67][CH2:66][CH2:65][CH2:64]1, predict the reaction product. The product is: [O:33]=[C:34]1[C:42]2[C:37](=[CH:38][CH:39]=[C:40]([C:43]3[CH:44]=[CH:45][C:46]([NH:49][C:50](=[O:62])[C:51]4[CH:56]=[CH:55][C:54]([CH2:57][CH2:58][CH2:59][CH2:60][CH3:61])=[CH:53][CH:52]=4)=[CH:47][CH:48]=3)[CH:41]=2)[CH2:36][N:35]1[C:63]1([C:68]([OH:70])=[O:69])[CH2:64][CH2:65][CH2:66][CH2:67]1. (3) Given the reactants [Cl:1][C:2]1[CH:3]=[C:4]([CH:8]=[C:9]([Cl:11])[CH:10]=1)[C:5](Cl)=[O:6].[CH2:12]([NH:19][C:20]([C:22]1[S:26][C:25]([NH2:27])=[N:24][C:23]=1[CH3:28])=[O:21])[C:13]1[CH:18]=[CH:17][CH:16]=[CH:15][CH:14]=1, predict the reaction product. The product is: [CH2:12]([NH:19][C:20]([C:22]1[S:26][C:25]([NH:27][C:5](=[O:6])[C:4]2[CH:3]=[C:2]([Cl:1])[CH:10]=[C:9]([Cl:11])[CH:8]=2)=[N:24][C:23]=1[CH3:28])=[O:21])[C:13]1[CH:18]=[CH:17][CH:16]=[CH:15][CH:14]=1. (4) Given the reactants Cl[C:2]1[CH:7]=[C:6]([C:8]2[N:9]([C:17]3[CH:22]=[CH:21][C:20]([F:23])=[CH:19][CH:18]=3)[N:10]=[C:11]([C:13]([F:16])([F:15])[F:14])[CH:12]=2)[CH:5]=[CH:4][N:3]=1.C1(C2C=CC=CC=2)C=CC=CC=1P(C1CCCCC1)C1CCCCC1.[Li+].C[Si]([N-:54][Si](C)(C)C)(C)C.[NH4+].[Cl-], predict the reaction product. The product is: [F:23][C:20]1[CH:21]=[CH:22][C:17]([N:9]2[C:8]([C:6]3[CH:5]=[CH:4][N:3]=[C:2]([NH2:54])[CH:7]=3)=[CH:12][C:11]([C:13]([F:16])([F:15])[F:14])=[N:10]2)=[CH:18][CH:19]=1. (5) Given the reactants [CH3:1][C:2]1[CH:3]=[C:4]([CH2:8][C:9]([OH:11])=[O:10])[CH:5]=[CH:6][CH:7]=1.[Br:12]Br, predict the reaction product. The product is: [Br:12][CH2:1][C:2]1[CH:3]=[C:4]([CH2:8][C:9]([OH:11])=[O:10])[CH:5]=[CH:6][CH:7]=1. (6) The product is: [C:3]([O:22][CH:23]1[CH2:28][C:27]([CH3:30])([CH3:29])[N:26]([O:31][CH2:41][C:40]([OH:44])([CH3:43])[CH3:42])[C:25]([CH3:33])([CH3:32])[CH2:24]1)(=[O:21])[CH2:4][CH2:5][CH2:6][C:7]([O:9][CH:10]1[CH2:15][C:14]([CH3:17])([CH3:16])[N:13]([O:18][CH2:41][C:40]([OH:44])([CH3:43])[CH3:42])[C:12]([CH3:20])([CH3:19])[CH2:11]1)=[O:8]. Given the reactants OO.[C:3]([O:22][CH:23]1[CH2:28][C:27]([CH3:30])([CH3:29])[N:26]([OH:31])[C:25]([CH3:33])([CH3:32])[CH2:24]1)(=[O:21])[CH2:4][CH2:5][CH2:6][C:7]([O:9][CH:10]1[CH2:15][C:14]([CH3:17])([CH3:16])[N:13]([OH:18])[C:12]([CH3:20])([CH3:19])[CH2:11]1)=[O:8].S([O-])([O-])=O.[Na+].[Na+].[C:40]([OH:44])([CH3:43])([CH3:42])[CH3:41], predict the reaction product. (7) Given the reactants [Cl:1][C:2]1[CH:7]=[C:6]2[NH:8][C:9](=[O:36])[C@:10]3([C@H:15]([C:16]4[CH:21]=[CH:20][CH:19]=[C:18]([Cl:22])[CH:17]=4)[CH2:14][C:13](=[O:23])[N:12]([CH2:24][C:25](O)=[O:26])[C@@H:11]3[C:28]3[CH:33]=[C:32]([F:34])[CH:31]=[CH:30][C:29]=3[CH3:35])[C:5]2=[CH:4][CH:3]=1.N1C(F)=NC(F)=NC=1[F:39].N1C=CC=CC=1, predict the reaction product. The product is: [Cl:1][C:2]1[CH:7]=[C:6]2[NH:8][C:9](=[O:36])[C:10]3([CH:15]([C:16]4[CH:21]=[CH:20][CH:19]=[C:18]([Cl:22])[CH:17]=4)[CH2:14][C:13](=[O:23])[N:12]([CH2:24][C:25]([F:39])=[O:26])[CH:11]3[C:28]3[CH:33]=[C:32]([F:34])[CH:31]=[CH:30][C:29]=3[CH3:35])[C:5]2=[CH:4][CH:3]=1. (8) Given the reactants [F:1][C:2]1[C:11]([F:12])=[C:10]2[C:5]([C:6](=O)[CH:7]([C:13]([O:15][CH2:16][CH3:17])=[O:14])[CH:8]=[N:9]2)=[CH:4][CH:3]=1.P(Cl)(Cl)([Cl:21])=O, predict the reaction product. The product is: [Cl:21][C:6]1[C:5]2[C:10](=[C:11]([F:12])[C:2]([F:1])=[CH:3][CH:4]=2)[N:9]=[CH:8][C:7]=1[C:13]([O:15][CH2:16][CH3:17])=[O:14]. (9) Given the reactants [H-].[Na+].[Cl:3][C:4]1[C:13]2[C:8](=[CH:9][CH:10]=[CH:11][CH:12]=2)[C:7](=[O:14])[NH:6][N:5]=1.[CH2:15](Br)[C:16]1[CH:21]=[CH:20][CH:19]=[CH:18][CH:17]=1, predict the reaction product. The product is: [CH2:15]([N:6]1[N:5]=[C:4]([Cl:3])[C:13]2[C:8](=[CH:9][CH:10]=[CH:11][CH:12]=2)[C:7]1=[O:14])[C:16]1[CH:21]=[CH:20][CH:19]=[CH:18][CH:17]=1.